Dataset: Catalyst prediction with 721,799 reactions and 888 catalyst types from USPTO. Task: Predict which catalyst facilitates the given reaction. Reactant: [CH3:1][C:2]1([C:12]([F:15])([F:14])[F:13])[O:6][N:5]=[C:4]([C:7](OCC)=[O:8])[CH2:3]1.[BH4-].[Na+]. Product: [CH3:1][C:2]1([C:12]([F:15])([F:13])[F:14])[O:6][N:5]=[C:4]([CH2:7][OH:8])[CH2:3]1. The catalyst class is: 8.